From a dataset of Full USPTO retrosynthesis dataset with 1.9M reactions from patents (1976-2016). Predict the reactants needed to synthesize the given product. (1) Given the product [NH2:30][C:15]1[CH:16]=[C:17]2[C:12](=[CH:13][CH:14]=1)[C:11](=[O:33])[N:10]([CH:34]1[CH2:39][CH2:38][CH2:37][CH2:36][CH:35]1[NH:40][S:41]([CH3:44])(=[O:43])=[O:42])[CH:9]([C:3]1[CH:4]=[CH:5][C:6]([Cl:8])=[CH:7][C:2]=1[Cl:1])[CH:18]2[C:19]([NH:21][O:22][CH2:23][C:24]1[CH:29]=[CH:28][CH:27]=[CH:26][N:25]=1)=[O:20], predict the reactants needed to synthesize it. The reactants are: [Cl:1][C:2]1[CH:7]=[C:6]([Cl:8])[CH:5]=[CH:4][C:3]=1[CH:9]1[CH:18]([C:19]([NH:21][O:22][CH2:23][C:24]2[CH:29]=[CH:28][CH:27]=[CH:26][N:25]=2)=[O:20])[C:17]2[C:12](=[CH:13][CH:14]=[C:15]([N+:30]([O-])=O)[CH:16]=2)[C:11](=[O:33])[N:10]1[CH:34]1[CH2:39][CH2:38][CH2:37][CH2:36][CH:35]1[NH:40][S:41]([CH3:44])(=[O:43])=[O:42]. (2) Given the product [CH3:15][O:16][C:17]1[CH:22]=[CH:21][C:20]([C@@H:23]([NH:25][C@@H:2]2[C:10]3[C:5](=[CH:6][CH:7]=[CH:8][CH:9]=3)[CH:4]([C:11]([O:13][CH3:14])=[O:12])[CH2:3]2)[CH3:24])=[CH:19][CH:18]=1, predict the reactants needed to synthesize it. The reactants are: O=[C:2]1[C:10]2[C:5](=[CH:6][CH:7]=[CH:8][CH:9]=2)[CH:4]([C:11]([O:13][CH3:14])=[O:12])[CH2:3]1.[CH3:15][O:16][C:17]1[CH:22]=[CH:21][C:20]([C@@H:23]([NH2:25])[CH3:24])=[CH:19][CH:18]=1.O.C1(C)C=CC(S(O)(=O)=O)=CC=1.S([O-])([O-])(=O)=O.[Mg+2].[BH4-].[Na+]. (3) Given the product [C:1]([CH2:4][NH:5][C:6]1[C:14]2[C:9](=[CH:10][CH:11]=[C:12]([O:15][C:16]3[CH:17]=[CH:18][C:19]4[O:39][CH2:40][O:41][C:20]=4[CH:21]=3)[CH:13]=2)[N:8]([C:26]2[CH:27]=[CH:28][C:29]([O:32][CH:33]([CH3:35])[CH3:34])=[CH:30][CH:31]=2)[C:7]=1[C:36]([OH:38])=[O:37])(=[O:3])[CH3:2], predict the reactants needed to synthesize it. The reactants are: [C:1]([CH2:4][NH:5][C:6]1[C:14]2[C:9](=[CH:10][CH:11]=[C:12]([O:15][C:16]3[CH:21]=[CH:20][C:19](C(F)(F)F)=[CH:18][CH:17]=3)[CH:13]=2)[N:8]([C:26]2[CH:31]=[CH:30][C:29]([O:32][CH:33]([CH3:35])[CH3:34])=[CH:28][CH:27]=2)[C:7]=1[C:36]([OH:38])=[O:37])(=[O:3])[CH3:2].[O:39]1C2C=CC(B(O)O)=CC=2[O:41][CH2:40]1. (4) Given the product [CH2:14]([N:6]1[C:5]2=[C:4]([CH3:18])[N:3]([CH2:19][C:20]3[CH:25]=[CH:24][C:23]([O:26][CH3:27])=[CH:22][CH:21]=3)[C:2]([O:34][C:28]3[CH:33]=[CH:32][CH:31]=[CH:30][CH:29]=3)=[C:10]2[C:9](=[O:11])[N:8]([CH3:12])[C:7]1=[O:13])[CH:15]([CH3:17])[CH3:16], predict the reactants needed to synthesize it. The reactants are: Cl[C:2]1[N:3]([CH2:19][C:20]2[CH:25]=[CH:24][C:23]([O:26][CH3:27])=[CH:22][CH:21]=2)[C:4]([CH3:18])=[C:5]2[C:10]=1[C:9](=[O:11])[N:8]([CH3:12])[C:7](=[O:13])[N:6]2[CH2:14][CH:15]([CH3:17])[CH3:16].[C:28]1([OH:34])[CH:33]=[CH:32][CH:31]=[CH:30][CH:29]=1.C(=O)([O-])[O-].[Cs+].[Cs+]. (5) Given the product [Cl:39][C:35]1[CH:34]=[C:33]([C:32]2[C:12]3[C:11](=[CH:16][CH:15]=[C:14]([C:17]([C:25]4[CH:26]=[N:27][C:28]([Cl:31])=[CH:29][CH:30]=4)([OH:24])[C:18]4[N:22]([CH3:23])[CH:21]=[N:20][CH:19]=4)[CH:13]=3)[NH:10][C:8](=[O:9])[N:5]=2)[CH:38]=[CH:37][CH:36]=1, predict the reactants needed to synthesize it. The reactants are: C([O-])(=O)C.[NH4+:5].ClC(Cl)(Cl)[C:8]([NH:10][C:11]1[CH:16]=[CH:15][C:14]([C:17]([C:25]2[CH:26]=[N:27][C:28]([Cl:31])=[CH:29][CH:30]=2)([OH:24])[C:18]2[N:22]([CH3:23])[CH:21]=[N:20][CH:19]=2)=[CH:13][C:12]=1[C:32](=O)[C:33]1[CH:38]=[CH:37][CH:36]=[C:35]([Cl:39])[CH:34]=1)=[O:9]. (6) Given the product [CH3:1][C:2]1[N:3]([CH2:16][CH2:17][CH2:18][O:19][CH2:20][CH2:21][CH2:22][C:23]2[CH:28]=[CH:27][CH:26]=[CH:25][CH:24]=2)[C:4]2[C:13]3[CH:12]=[CH:11][CH:10]=[CH:9][C:8]=3[N:7]=[C:6]([NH2:14])[C:5]=2[N:15]=1, predict the reactants needed to synthesize it. The reactants are: [CH3:1][C:2]1[N:3]([CH2:16][CH2:17][CH2:18][O:19][CH2:20][C:21]#[C:22][C:23]2[CH:28]=[CH:27][CH:26]=[CH:25][CH:24]=2)[C:4]2[C:13]3[CH:12]=[CH:11][CH:10]=[CH:9][C:8]=3[N:7]=[C:6]([NH2:14])[C:5]=2[N:15]=1.[H][H]. (7) Given the product [F:25][C:3]([F:2])([F:24])[C:4]1[CH:23]=[CH:22][CH:21]=[CH:20][C:5]=1[CH:6]([O:15][CH:16]1[CH2:19][N:18]([C:27]([NH:26][CH:4]([CH2:5][CH3:6])[CH3:3])=[O:28])[CH2:17]1)[C:7]1[CH:12]=[CH:11][C:10]([S:13][CH3:14])=[CH:9][CH:8]=1, predict the reactants needed to synthesize it. The reactants are: Cl.[F:2][C:3]([F:25])([F:24])[C:4]1[CH:23]=[CH:22][CH:21]=[CH:20][C:5]=1[CH:6]([O:15][CH:16]1[CH2:19][NH:18][CH2:17]1)[C:7]1[CH:12]=[CH:11][C:10]([S:13][CH3:14])=[CH:9][CH:8]=1.[N-:26]=[C:27]=[O:28].